The task is: Regression/Classification. Given a drug SMILES string, predict its absorption, distribution, metabolism, or excretion properties. Task type varies by dataset: regression for continuous measurements (e.g., permeability, clearance, half-life) or binary classification for categorical outcomes (e.g., BBB penetration, CYP inhibition). For this dataset (lipophilicity_astrazeneca), we predict Y.. This data is from Experimental lipophilicity measurements (octanol/water distribution) for 4,200 compounds from AstraZeneca. (1) The drug is CC(C)(CO)Nc1nc(SCc2cccc(F)c2F)nc2nc(N)sc12. The Y is 3.37 logD. (2) The compound is COc1cc(N2CC3COCC(C2)N3)ccc1Nc1ncc(Cl)c(-c2cnc3ccccn23)n1. The Y is 3.00 logD. (3) The compound is O=C1CN=C(c2ccccc2Cl)c2cc([N+](=O)[O-])ccc2N1. The Y is 3.72 logD. (4) The compound is CC(=O)Nc1cccc(OCc2cnc(Cl)s2)c1. The Y is 2.38 logD. (5) The drug is C[C@@H](NC(=O)[C@H]1CCCNC1)c1ccc(Nc2ncc3cc(-c4ccncc4)ccc3n2)cc1. The Y is 1.69 logD. (6) The drug is O=C(O)Cc1cccc(N2CCC(CN3CCC(Oc4ccc(Cl)c(Cl)c4)CC3)CC2)c1. The Y is 1.58 logD.